Task: Predict the product of the given reaction.. Dataset: Forward reaction prediction with 1.9M reactions from USPTO patents (1976-2016) (1) Given the reactants [CH2:1]([O:8][CH2:9][N:10]1[C:18]2[C:17](Cl)=[N:16][C:15]([CH2:20][CH2:21][CH2:22][CH3:23])=[N:14][C:13]=2[C:12]([I:24])=[CH:11]1)[C:2]1[CH:7]=[CH:6][CH:5]=[CH:4][CH:3]=1.[NH3:25], predict the reaction product. The product is: [CH2:1]([O:8][CH2:9][N:10]1[C:18]2[C:17]([NH2:25])=[N:16][C:15]([CH2:20][CH2:21][CH2:22][CH3:23])=[N:14][C:13]=2[C:12]([I:24])=[CH:11]1)[C:2]1[CH:7]=[CH:6][CH:5]=[CH:4][CH:3]=1. (2) Given the reactants [Br:1][C:2]1[CH:7]=[C:6]([F:8])[CH:5]=[CH:4][C:3]=1[F:9].[N+:10]([O-])([O-:12])=[O:11].[K+], predict the reaction product. The product is: [Br:1][C:2]1[CH:7]=[C:6]([F:8])[C:5]([N+:10]([O-:12])=[O:11])=[CH:4][C:3]=1[F:9]. (3) Given the reactants COCCC(NC1C2C(=C(C(OC)=O)C=CC=2)N=CN=1)C1C=CC=C([N+]([O-])=O)C=1.N.[CH3:31][O:32][CH2:33][CH2:34][CH:35]([NH:45][C:46]1[C:55]2[C:50](=[C:51]([C:56]([NH2:58])=[O:57])[CH:52]=[CH:53][CH:54]=2)[N:49]=[CH:48][N:47]=1)[C:36]1[CH:41]=[CH:40][CH:39]=[C:38]([N+:42]([O-])=O)[CH:37]=1, predict the reaction product. The product is: [NH2:42][C:38]1[CH:37]=[C:36]([CH:35]([NH:45][C:46]2[C:55]3[C:50](=[C:51]([C:56]([NH2:58])=[O:57])[CH:52]=[CH:53][CH:54]=3)[N:49]=[CH:48][N:47]=2)[CH2:34][CH2:33][O:32][CH3:31])[CH:41]=[CH:40][CH:39]=1. (4) Given the reactants O[C:2]1[CH:7]=[C:6]([CH3:8])[C:5]([C:9](=[O:11])[CH3:10])=[C:4]([CH3:12])[CH:3]=1.[N:13]1[CH:18]=[CH:17][N:16]=[CH:15][C:14]=1[SH:19].[OH-].[K+], predict the reaction product. The product is: [CH3:8][C:6]1[CH:7]=[C:2]([S:19][C:14]2[CH:15]=[N:16][CH:17]=[CH:18][N:13]=2)[CH:3]=[C:4]([CH3:12])[C:5]=1[C:9](=[O:11])[CH3:10]. (5) Given the reactants Br[C:2]1[CH:3]=[C:4]([C:9]2([C:20]3[CH:21]=[N:22][CH:23]=[N:24][CH:25]=3)[C:17]3[C:12](=[C:13]([F:18])[CH:14]=[CH:15][CH:16]=3)[C:11]([NH2:19])=[N:10]2)[CH:5]=[CH:6][C:7]=1[F:8].[F:26][C:27]1[C:32]([O:33][CH3:34])=[CH:31][CH:30]=[CH:29][C:28]=1B(O)O, predict the reaction product. The product is: [F:26][C:27]1[C:32]([O:33][CH3:34])=[CH:31][CH:30]=[CH:29][C:28]=1[C:2]1[C:7]([F:8])=[CH:6][CH:5]=[C:4]([C:9]2([C:20]3[CH:21]=[N:22][CH:23]=[N:24][CH:25]=3)[C:17]3[C:12](=[C:13]([F:18])[CH:14]=[CH:15][CH:16]=3)[C:11]([NH2:19])=[N:10]2)[CH:3]=1. (6) Given the reactants [NH:1]1[CH2:4][CH:3]([C:5]([N:7]2[CH2:13][CH2:12][CH2:11][N:10]([CH:14]3[CH2:17][CH2:16][CH2:15]3)[CH2:9][CH2:8]2)=[O:6])[CH2:2]1.CCN(C(C)C)C(C)C.[O:27]1[CH2:32][CH2:31][CH:30]([CH2:33][C:34](Cl)=[O:35])[CH2:29][CH2:28]1.Cl, predict the reaction product. The product is: [CH:14]1([N:10]2[CH2:11][CH2:12][CH2:13][N:7]([C:5]([CH:3]3[CH2:2][N:1]([C:34](=[O:35])[CH2:33][CH:30]4[CH2:31][CH2:32][O:27][CH2:28][CH2:29]4)[CH2:4]3)=[O:6])[CH2:8][CH2:9]2)[CH2:17][CH2:16][CH2:15]1. (7) Given the reactants [CH3:1][N:2]1[C:6]([O:7][C:8]2[CH:13]=[CH:12][CH:11]=[C:10]([CH2:14][NH2:15])[N:9]=2)=[CH:5][C:4]([C:16]([F:19])([F:18])[F:17])=[N:3]1.[CH:20](OCC)=[O:21], predict the reaction product. The product is: [CH3:1][N:2]1[C:6]([O:7][C:8]2[CH:13]=[CH:12][CH:11]=[C:10]([CH2:14][NH:15][CH:20]=[O:21])[N:9]=2)=[CH:5][C:4]([C:16]([F:19])([F:17])[F:18])=[N:3]1. (8) Given the reactants C([C:3]1[C:12](=[O:13])[C:11]2[C:6](=[C:7]([OH:15])[C:8]([OH:14])=[CH:9][CH:10]=2)[O:5][CH:4]=1)=O.C([O-])([O-])=O.[K+].[K+].Cl, predict the reaction product. The product is: [OH:14][C:8]1[C:7]([OH:15])=[C:6]2[C:11]([C:12](=[O:13])[CH:3]=[CH:4][O:5]2)=[CH:10][CH:9]=1.